This data is from Catalyst prediction with 721,799 reactions and 888 catalyst types from USPTO. The task is: Predict which catalyst facilitates the given reaction. (1) Reactant: C(OC([N:8]1[CH2:12][C@H:11]([NH:13][C:14]2[CH:19]=[CH:18][C:17]([C:20]#[N:21])=[CH:16][N:15]=2)[CH2:10][C@H:9]1[C:22]([OH:24])=O)=O)(C)(C)C.[ClH:25].[C:26]([C@@H:28]1[CH2:32][CH2:31][CH2:30][NH:29]1)#[N:27]. Product: [ClH:25].[ClH:25].[C:20]([C:17]1[CH:18]=[CH:19][C:14]([NH:13][C@H:11]2[CH2:12][NH:8][C@H:9]([C:22]([N:29]3[CH2:30][CH2:31][CH2:32][C@H:28]3[C:26]#[N:27])=[O:24])[CH2:10]2)=[N:15][CH:16]=1)#[N:21]. The catalyst class is: 3. (2) Reactant: [CH3:1][O:2][C:3]([C:5]1[C:14]([OH:15])=[C:13]2[C:8]([CH:9]=[CH:10][C:11](=[O:23])[N:12]2[CH2:16][C:17]2[CH:22]=[CH:21][CH:20]=[CH:19][CH:18]=2)=[CH:7][N:6]=1)=[O:4].[Br:24]N1C(=O)CCC1=O. Product: [CH3:1][O:2][C:3]([C:5]1[C:14]([OH:15])=[C:13]2[C:8]([CH:9]=[CH:10][C:11](=[O:23])[N:12]2[CH2:16][C:17]2[CH:22]=[CH:21][CH:20]=[CH:19][CH:18]=2)=[C:7]([Br:24])[N:6]=1)=[O:4]. The catalyst class is: 2. (3) Reactant: Cl[C:2]1[C:11]2[C:6](=[CH:7][C:8]([S:12]([O:15][C:16]3[C:21]([F:22])=[C:20]([F:23])[C:19]([F:24])=[C:18]([F:25])[C:17]=3[F:26])(=[O:14])=[O:13])=[CH:9][CH:10]=2)[CH:5]=[CH:4][N:3]=1.[Cl:27][C:28]1[C:29]([F:39])=[CH:30][C:31]([O:37][CH3:38])=[C:32](B(O)O)[CH:33]=1.C(=O)([O-])[O-].[Na+].[Na+]. Product: [Cl:27][C:28]1[C:29]([F:39])=[CH:30][C:31]([O:37][CH3:38])=[C:32]([C:2]2[C:11]3[C:6](=[CH:7][C:8]([S:12]([O:15][C:16]4[C:17]([F:26])=[C:18]([F:25])[C:19]([F:24])=[C:20]([F:23])[C:21]=4[F:22])(=[O:13])=[O:14])=[CH:9][CH:10]=3)[CH:5]=[CH:4][N:3]=2)[CH:33]=1. The catalyst class is: 12. (4) The catalyst class is: 29. Product: [CH3:11][CH:12]([CH2:21]/[CH:22]=[CH:23]\[CH2:24][CH2:25][CH3:26])[CH2:13][CH:14]([OH:20])[CH2:15][CH2:16][CH:17]([OH:19])[CH3:18]. Reactant: N1C2C(=CC=CC=2)C=CC=1.[CH3:11][CH:12]([CH2:21]/[CH:22]=[CH:23]\[CH2:24][CH2:25][CH3:26])[CH2:13][CH:14]([OH:20])[C:15]#[C:16][CH:17]([OH:19])[CH3:18]. (5) Reactant: [NH2:1][CH:2]([C:7]1[CH:12]=[CH:11][C:10]([F:13])=[CH:9][CH:8]=1)[CH2:3][C:4]([OH:6])=[O:5].[C:14]1(=O)[O:19][C:17](=[O:18])[C:16]2=[CH:20][CH:21]=[CH:22][CH:23]=[C:15]12.O. Product: [O:18]=[C:17]1[C:16]2[C:15](=[CH:23][CH:22]=[CH:21][CH:20]=2)[C:14](=[O:19])[N:1]1[CH:2]([C:7]1[CH:8]=[CH:9][C:10]([F:13])=[CH:11][CH:12]=1)[CH2:3][C:4]([OH:6])=[O:5]. The catalyst class is: 3.